Dataset: Full USPTO retrosynthesis dataset with 1.9M reactions from patents (1976-2016). Task: Predict the reactants needed to synthesize the given product. (1) Given the product [CH3:3][C:2]([OH:38])([CH2:4][CH2:5][CH2:6][C@:7]([OH:37])([C:12]([O:14][C@@H:15]1[C:31]([O:32][CH3:33])=[CH:30][C@:26]23[CH2:27][CH2:28][CH2:29][N:25]2[CH2:24][CH2:23][C:22]2[CH:21]=[C:20]4[O:34][CH2:35][O:36][C:19]4=[CH:18][C:17]=2[C@H:16]13)=[O:13])[CH2:8][C:9]([O:11][CH3:39])=[O:10])[CH3:1], predict the reactants needed to synthesize it. The reactants are: [CH3:1][C:2]([OH:38])([CH2:4][CH2:5][CH2:6][C@:7]([OH:37])([C:12]([O:14][C@@H:15]1[C:31]([O:32][CH3:33])=[CH:30][C@:26]23[CH2:27][CH2:28][CH2:29][N:25]2[CH2:24][CH2:23][C:22]2[C:17](=[CH:18][C:19]4[O:36][CH2:35][O:34][C:20]=4[CH:21]=2)[C@H:16]13)=[O:13])[CH2:8][C:9]([OH:11])=[O:10])[CH3:3].[CH3:39]N(C=O)C.C(N(CC)C(C)C)(C)C. (2) Given the product [F:1][C:2]1[CH:3]=[CH:4][C:5]2[C:6](=[N:8][C:9]([OH:16])=[C:10]([C:11]([O:13][CH2:14][CH3:15])=[O:12])[N+:17]=2[O-:19])[CH:7]=1, predict the reactants needed to synthesize it. The reactants are: [F:1][C:2]1[CH:3]=[CH:4][C:5]([N+:17]([O-:19])=O)=[C:6]([NH:8][C:9](=[O:16])[CH2:10][C:11]([O:13][CH2:14][CH3:15])=[O:12])[CH:7]=1.CC(C)([O-])C.[K+].P([O-])([O-])([O-])=O.[K+].[K+].[K+]. (3) Given the product [CH3:30][N:4]1[CH2:5][CH2:6][CH2:7][N:1]([C:8]2[CH:9]=[CH:10][C:11]3[N:18]4[CH2:19][C@H:14]([CH2:15][CH2:16][CH2:17]4)[N:13]([C:20]([NH:22][C:23]4[CH:28]=[CH:27][N:26]=[CH:25][N:24]=4)=[O:21])[C:12]=3[N:29]=2)[CH2:2][CH2:3]1, predict the reactants needed to synthesize it. The reactants are: [N:1]1([C:8]2[CH:9]=[CH:10][C:11]3[N:18]4[CH2:19][C@H:14]([CH2:15][CH2:16][CH2:17]4)[N:13]([C:20]([NH:22][C:23]4[CH:28]=[CH:27][N:26]=[CH:25][N:24]=4)=[O:21])[C:12]=3[N:29]=2)[CH2:7][CH2:6][CH2:5][NH:4][CH2:3][CH2:2]1.[CH2:30]=O. (4) Given the product [C:25]1([CH2:31][CH2:32][C:33]2[NH:34][C:11](=[O:20])[C:12]([O:13][CH:14]3[CH2:19][CH2:18][CH2:17][CH2:16][O:15]3)=[CH:3][N:35]=2)[CH:30]=[CH:29][CH:28]=[CH:27][CH:26]=1, predict the reactants needed to synthesize it. The reactants are: [H-].[Na+].[CH:3](OCC)=O.C(O[C:11](=[O:20])[CH2:12][O:13][CH:14]1[CH2:19][CH2:18][CH2:17][CH2:16][O:15]1)C.C[Al](C)C.[C:25]1([CH2:31][CH2:32][C:33](=[NH:35])[NH2:34])[CH:30]=[CH:29][CH:28]=[CH:27][CH:26]=1. (5) Given the product [C:33]([NH:32][C:30]([C:8]1[C:6]2=[N:7][C:2]([C:41]3[CH:42]=[CH:43][CH:44]=[C:45]4[C:40]=3[CH:39]=[N:38][CH:50]=[CH:49]4)=[CH:3][N:4]=[C:5]2[NH:10][CH:9]=1)=[O:31])([CH3:35])([CH3:34])[CH3:36], predict the reactants needed to synthesize it. The reactants are: Br[C:2]1[N:7]=[C:6]2[C:8]([C:30]([NH:32][C:33]([CH3:36])([CH3:35])[CH3:34])=[O:31])=[CH:9][N:10](C(C3C=CC=CC=3)(C3C=CC=CC=3)C3C=CC=CC=3)[C:5]2=[N:4][CH:3]=1.N1[C:45]2[C:40](=[C:41](B(O)O)[CH:42]=[CH:43][CH:44]=2)[CH:39]=[N:38]1.[CH3:49][CH:50](C1C=C(C(C)C)C(C2C=CC=CC=2P(C2CCCCC2)C2CCCCC2)=C(C(C)C)C=1)C.C([O-])([O-])=O.[Na+].[Na+]. (6) Given the product [O:11]=[C:1]1[C:10]2[C:5](=[CH:6][CH:7]=[CH:8][CH:9]=2)[CH:4]=[CH:3][N:2]1[CH2:13][C:12]([O:15][C:16]([CH3:19])([CH3:18])[CH3:17])=[O:14], predict the reactants needed to synthesize it. The reactants are: [C:1]1(=[O:11])[C:10]2[C:5](=[CH:6][CH:7]=[CH:8][CH:9]=2)[CH:4]=[CH:3][NH:2]1.[C:12]([O:15][C:16]([CH3:19])([CH3:18])[CH3:17])(=[O:14])[CH3:13].[H-].[Na+]. (7) Given the product [NH2:1][C:2]1[N:10]=[CH:9][N:8]=[C:7]2[C:3]=1[N:4]=[CH:5][N:6]2[C@@H:11]1[O:15][C@:14]([CH3:26])([O:16][CH2:17][P:18](=[O:25])([O:19][CH2:20][CH3:21])[O:22][CH2:23][CH3:24])[C@@H:13]([OH:27])[C@H:12]1[OH:35], predict the reactants needed to synthesize it. The reactants are: [NH2:1][C:2]1[N:10]=[CH:9][N:8]=[C:7]2[C:3]=1[N:4]=[CH:5][N:6]2[C@@H:11]1[O:15][C@:14]([CH3:26])([O:16][CH2:17][P:18](=[O:25])([O:22][CH2:23][CH3:24])[O:19][CH2:20][CH3:21])[C@@H:13]([O:27][Si](C(C)(C)C)(C)C)[C@H:12]1[O:35][Si](C(C)(C)C)(C)C.[F-].C([N+](CCCC)(CCCC)CCCC)CCC.